From a dataset of Forward reaction prediction with 1.9M reactions from USPTO patents (1976-2016). Predict the product of the given reaction. (1) Given the reactants [Cl:1][C:2]1[CH:7]=[C:6]([F:8])[CH:5]=[CH:4][C:3]=1[C:9]1([C:14]([OH:16])=O)[CH2:13][CH2:12][CH2:11][CH2:10]1.[NH2:17][CH2:18][CH2:19][CH2:20][N:21]1[CH2:26][CH2:25][CH:24]([C:27]2[CH:28]=[C:29]([NH:34][C:35](=[O:39])[CH:36]([CH3:38])[CH3:37])[CH:30]=[CH:31][C:32]=2[CH3:33])[CH2:23][CH2:22]1, predict the reaction product. The product is: [Cl:1][C:2]1[CH:7]=[C:6]([F:8])[CH:5]=[CH:4][C:3]=1[C:9]1([C:14]([NH:17][CH2:18][CH2:19][CH2:20][N:21]2[CH2:26][CH2:25][CH:24]([C:27]3[CH:28]=[C:29]([NH:34][C:35](=[O:39])[CH:36]([CH3:38])[CH3:37])[CH:30]=[CH:31][C:32]=3[CH3:33])[CH2:23][CH2:22]2)=[O:16])[CH2:10][CH2:11][CH2:12][CH2:13]1. (2) The product is: [NH2:25][C:24]1[C:23]([N+:34]([O-:36])=[O:35])=[CH:22][C:21]([Cl:20])=[C:27]([N:28]2[CH2:33][CH2:32][N:31]([C:16]([C:15]3[C:11]([C:1]4[C:10]5[C:5](=[CH:6][CH:7]=[CH:8][CH:9]=5)[CH:4]=[CH:3][CH:2]=4)=[N:12][O:13][C:14]=3[CH3:19])=[O:17])[CH2:30][CH2:29]2)[CH:26]=1. Given the reactants [C:1]1([C:11]2[C:15]([C:16](O)=[O:17])=[C:14]([CH3:19])[O:13][N:12]=2)[C:10]2[C:5](=[CH:6][CH:7]=[CH:8][CH:9]=2)[CH:4]=[CH:3][CH:2]=1.[Cl:20][C:21]1[C:27]([N:28]2[CH2:33][CH2:32][NH:31][CH2:30][CH2:29]2)=[CH:26][C:24]([NH2:25])=[C:23]([N+:34]([O-:36])=[O:35])[CH:22]=1.C(Cl)CCl.CN(C=O)C, predict the reaction product. (3) Given the reactants [NH2:1][C:2]1[CH:7]=[CH:6][C:5]([CH3:8])=[CH:4][C:3]=1[NH:9][CH2:10][CH:11]([OH:20])[CH2:12][C:13]1[CH:18]=[CH:17][C:16]([Cl:19])=[CH:15][CH:14]=1.[NH:21]1[C:29](=[O:30])[C:27](=O)[C:25](=O)[NH:24][C:22]1=[O:23].B(O)(O)O, predict the reaction product. The product is: [Cl:19][C:16]1[CH:15]=[CH:14][C:13]([CH2:12][CH:11]([OH:20])[CH2:10][N:9]2[C:25]3[C:27]([C:29](=[O:30])[NH:21][C:22](=[O:23])[N:24]=3)=[N:1][C:2]3[CH:7]=[CH:6][C:5]([CH3:8])=[CH:4][C:3]2=3)=[CH:18][CH:17]=1. (4) Given the reactants C[O:2][C:3](=[O:18])[CH:4]([C:6]1[CH:11]=[CH:10][CH:9]=[CH:8][C:7]=1[N:12]([S:14]([CH3:17])(=[O:16])=[O:15])[CH3:13])[CH3:5].O.[OH-].[Li+], predict the reaction product. The product is: [CH3:17][S:14]([N:12]([CH3:13])[C:7]1[CH:8]=[CH:9][CH:10]=[CH:11][C:6]=1[CH:4]([CH3:5])[C:3]([OH:18])=[O:2])(=[O:16])=[O:15]. (5) Given the reactants Br[CH2:2][C:3]1[CH:12]=[CH:11][C:6]([C:7]([O:9][CH3:10])=[O:8])=[CH:5][CH:4]=1.[P:13]([O:20]CC)([O:17][CH2:18][CH3:19])[O:14][CH2:15][CH3:16], predict the reaction product. The product is: [CH2:15]([O:14][P:13]([CH2:2][C:3]1[CH:12]=[CH:11][C:6]([C:7]([O:9][CH3:10])=[O:8])=[CH:5][CH:4]=1)([O:17][CH2:18][CH3:19])=[O:20])[CH3:16]. (6) Given the reactants [C:1]([C:4]1[C:5](I)=[N:6][N:7]2[C@H:12]3[CH2:13][O:14][CH2:15][C@H:11]3[N:10]([C:16]([O:18][C:19]([CH3:22])([CH3:21])[CH3:20])=[O:17])[CH2:9][C:8]=12)(=[O:3])[NH2:2].[Cl:24][C:25]1[CH:26]=[C:27](B(O)O)[CH:28]=[CH:29][C:30]=1[F:31].[O-]P([O-])([O-])=O.[K+].[K+].[K+], predict the reaction product. The product is: [C:1]([C:4]1[C:5]([C:27]2[CH:28]=[CH:29][C:30]([F:31])=[C:25]([Cl:24])[CH:26]=2)=[N:6][N:7]2[C@H:12]3[CH2:13][O:14][CH2:15][C@H:11]3[N:10]([C:16]([O:18][C:19]([CH3:22])([CH3:21])[CH3:20])=[O:17])[CH2:9][C:8]=12)(=[O:3])[NH2:2]. (7) Given the reactants [CH3:1][N:2]1[C:11]2[NH:10][C:9]3[CH:12]=[CH:13][CH:14]=[CH:15][C:8]=3[NH:7][CH2:6][C:5]=2[CH:4]=[N:3]1.[CH3:16][C:17]([CH3:40])([CH3:39])[CH2:18][CH2:19][N:20]1[CH2:25][CH2:24][N:23]([CH2:26][CH2:27][O:28][C:29]2[CH:37]=[CH:36][C:32]([C:33](O)=[O:34])=[CH:31][C:30]=2[CH3:38])[CH2:22][CH2:21]1, predict the reaction product. The product is: [CH3:16][C:17]([CH3:40])([CH3:39])[CH2:18][CH2:19][N:20]1[CH2:25][CH2:24][N:23]([CH2:26][CH2:27][O:28][C:29]2[CH:37]=[CH:36][C:32]([C:33]([N:7]3[CH2:6][C:5]4[CH:4]=[N:3][N:2]([CH3:1])[C:11]=4[NH:10][C:9]4[CH:12]=[CH:13][CH:14]=[CH:15][C:8]3=4)=[O:34])=[CH:31][C:30]=2[CH3:38])[CH2:22][CH2:21]1.